Dataset: Full USPTO retrosynthesis dataset with 1.9M reactions from patents (1976-2016). Task: Predict the reactants needed to synthesize the given product. (1) Given the product [N:1]1[CH:6]=[CH:5][CH:4]=[CH:3][C:2]=1[O:7][CH2:8][CH2:9][NH:10][C:11](=[S:13])[CH3:12], predict the reactants needed to synthesize it. The reactants are: [N:1]1[CH:6]=[CH:5][CH:4]=[CH:3][C:2]=1[O:7][CH2:8][CH2:9][NH2:10].[C:11](N1C(=O)C2C(=CC=CC=2)C1=O)(=[S:13])[CH3:12]. (2) Given the product [C:8]([C:4]1[CH:3]=[C:2]([N:11]2[CH2:15][CH2:14][NH:13][C:12]2=[O:16])[CH:7]=[CH:6][CH:5]=1)(=[O:10])[CH3:9], predict the reactants needed to synthesize it. The reactants are: Br[C:2]1[CH:3]=[C:4]([C:8](=[O:10])[CH3:9])[CH:5]=[CH:6][CH:7]=1.[NH:11]1[CH2:15][CH2:14][NH:13][C:12]1=[O:16]. (3) The reactants are: [Cl-].[F:2][CH2:3][CH2:4][NH3+:5].[CH3:6][N:7]1[C:19]2[CH2:18][CH2:17][CH:16]([CH:20]3[CH2:25][CH2:24][O:23][CH2:22][CH2:21]3)[CH2:15][C:14]=2[C:13]2[C:8]1=[CH:9][CH:10]=[C:11]([C:26](O)=[O:27])[CH:12]=2.CCN(C(C)C)C(C)C.CN(C(ON1N=NC2C=CC=NC1=2)=[N+](C)C)C.F[P-](F)(F)(F)(F)F. Given the product [F:2][CH2:3][CH2:4][NH:5][C:26]([C:11]1[CH:12]=[C:13]2[C:8](=[CH:9][CH:10]=1)[N:7]([CH3:6])[C:19]1[CH2:18][CH2:17][CH:16]([CH:20]3[CH2:25][CH2:24][O:23][CH2:22][CH2:21]3)[CH2:15][C:14]2=1)=[O:27], predict the reactants needed to synthesize it. (4) Given the product [CH3:28][O:29][C:30]1[CH:31]=[C:32]([CH2:36][CH2:37][NH:38][C:16](=[O:18])[CH2:15][C:12]2[CH:11]=[CH:10][C:9]([O:8][CH2:1][C:2]3[CH:3]=[CH:4][CH:5]=[CH:6][CH:7]=3)=[CH:14][CH:13]=2)[CH:33]=[CH:34][CH:35]=1, predict the reactants needed to synthesize it. The reactants are: [CH2:1]([O:8][C:9]1[CH:14]=[CH:13][C:12]([CH2:15][C:16]([OH:18])=O)=[CH:11][CH:10]=1)[C:2]1[CH:7]=[CH:6][CH:5]=[CH:4][CH:3]=1.C(N=C=NC(C)C)(C)C.[CH3:28][O:29][C:30]1[CH:31]=[C:32]([CH2:36][CH2:37][NH2:38])[CH:33]=[CH:34][CH:35]=1.